Dataset: Reaction yield outcomes from USPTO patents with 853,638 reactions. Task: Predict the reaction yield, written as a fraction of the theoretical maximum amount of product (1.0 means a 100% yield; for example, 0.34 means a 34% yield). (1) The reactants are [C:1]([C:3]1[CH:7]=[C:6]([C:8](=[O:27])[CH:9]([C:13]2[CH:18]=[CH:17][C:16]([N:19]3[CH:24]=[CH:23][CH:22]=[CH:21][C:20]3=[O:25])=[CH:15][C:14]=2[F:26])C([O-])=O)[N:5]([C:28]2[CH:33]=[CH:32][C:31]([O:34][CH3:35])=[CH:30][CH:29]=2)[N:4]=1)#[N:2].CO.S(O)(O)(=O)=O.C(=O)([O-])O. The catalyst is C(OCC)(=O)C. The product is [F:26][C:14]1[CH:15]=[C:16]([N:19]2[CH:24]=[CH:23][CH:22]=[CH:21][C:20]2=[O:25])[CH:17]=[CH:18][C:13]=1[CH2:9][C:8]([C:6]1[N:5]([C:28]2[CH:29]=[CH:30][C:31]([O:34][CH3:35])=[CH:32][CH:33]=2)[N:4]=[C:3]([C:1]#[N:2])[CH:7]=1)=[O:27]. The yield is 0.850. (2) The reactants are [Br:1][C:2]1[CH:7]=[CH:6][C:5]([O:8][CH3:9])=[CH:4][C:3]=1[NH2:10].C(O[CH:14]=[C:15]([C:21]([O:23][CH2:24][CH3:25])=[O:22])[C:16]([O:18][CH2:19][CH3:20])=[O:17])C. No catalyst specified. The product is [CH2:19]([O:18][C:16](=[O:17])[C:15](=[CH:14][NH:10][C:3]1[CH:4]=[C:5]([O:8][CH3:9])[CH:6]=[CH:7][C:2]=1[Br:1])[C:21]([O:23][CH2:24][CH3:25])=[O:22])[CH3:20]. The yield is 0.810. (3) The reactants are I[C:2]1[C:10]2[C:9]([CH3:11])=[N:8][CH:7]=[N:6][C:5]=2[N:4]([C@H:12]2[CH2:28][C@@H:15]3[O:16][CH:17]([C:20]4[CH:25]=[CH:24][C:23]([O:26][CH3:27])=[CH:22][CH:21]=4)[O:18][CH2:19][C@@H:14]3[CH2:13]2)[CH:3]=1.CCN(C(C)C)C(C)C.[C:38]([Si:40]([CH3:43])([CH3:42])[CH3:41])#[CH:39]. The catalyst is CN(C=O)C.[Cu]I.Cl[Pd](Cl)([P](C1C=CC=CC=1)(C1C=CC=CC=1)C1C=CC=CC=1)[P](C1C=CC=CC=1)(C1C=CC=CC=1)C1C=CC=CC=1. The product is [CH3:27][O:26][C:23]1[CH:24]=[CH:25][C:20]([CH:17]2[O:16][C@H:15]3[CH2:28][C@H:12]([N:4]4[C:5]5[N:6]=[CH:7][N:8]=[C:9]([CH3:11])[C:10]=5[C:2]([C:39]#[C:38][Si:40]([CH3:43])([CH3:42])[CH3:41])=[CH:3]4)[CH2:13][C@H:14]3[CH2:19][O:18]2)=[CH:21][CH:22]=1. The yield is 0.990. (4) The reactants are C([O:5][C:6](=[O:44])[CH2:7][N:8]1[CH:12]=[C:11]([NH:13][C:14]([C:16]2[C:17]([NH:25]C(OC(C)(C)C)=O)=[N:18][N:19]3[CH:24]=[CH:23][CH:22]=[N:21][C:20]=23)=[O:15])[C:10]([C:33]2[CH:38]=[C:37]([Cl:39])[CH:36]=[CH:35][C:34]=2[O:40][CH:41]([F:43])[F:42])=[N:9]1)(C)(C)C.C(O)(C(F)(F)F)=O. The catalyst is ClCCl. The product is [NH2:25][C:17]1[C:16]([C:14]([NH:13][C:11]2[C:10]([C:33]3[CH:38]=[C:37]([Cl:39])[CH:36]=[CH:35][C:34]=3[O:40][CH:41]([F:42])[F:43])=[N:9][N:8]([CH2:7][C:6]([OH:44])=[O:5])[CH:12]=2)=[O:15])=[C:20]2[N:21]=[CH:22][CH:23]=[CH:24][N:19]2[N:18]=1. The yield is 0.970. (5) The reactants are [F:1][C:2]1[CH:3]=[C:4]([C:8]2[N:13]=[CH:12][C:11]([C:14]([O:16]C)=[O:15])=[CH:10][N:9]=2)[CH:5]=[CH:6][CH:7]=1.O1CCCC1.C(O)C. The catalyst is O. The product is [F:1][C:2]1[CH:3]=[C:4]([C:8]2[N:9]=[CH:10][C:11]([C:14]([OH:16])=[O:15])=[CH:12][N:13]=2)[CH:5]=[CH:6][CH:7]=1. The yield is 0.895. (6) The reactants are [NH:1]1[CH2:6][CH2:5][CH2:4][CH:3]([CH2:7][OH:8])[CH2:2]1.[OH-].[Na+].[CH3:11][CH:12]([CH3:17])[CH2:13][C:14](Cl)=[O:15]. The catalyst is O.C1COCC1.CCOCC. The product is [OH:8][CH2:7][CH:3]1[CH2:4][CH2:5][CH2:6][N:1]([C:14](=[O:15])[CH2:13][CH:12]([CH3:17])[CH3:11])[CH2:2]1. The yield is 0.940. (7) The reactants are Cl[C:2]1[N:7]=[C:6]([NH:8][C:9]2[CH:10]=[C:11]3[C:15](=[CH:16][CH:17]=2)[NH:14][N:13]=[CH:12]3)[C:5]([Cl:18])=[CH:4][N:3]=1.[O:19]([C:21]1[CH:22]=[C:23]2[C:27](=[CH:28][CH:29]=1)[CH2:26][NH:25][CH2:24]2)[CH3:20].CCN(C(C)C)C(C)C. The catalyst is C(#N)C. The product is [Cl:18][C:5]1[C:6]([NH:8][C:9]2[CH:10]=[C:11]3[C:15](=[CH:16][CH:17]=2)[NH:14][N:13]=[CH:12]3)=[N:7][C:2]([N:25]2[CH2:24][C:23]3[C:27](=[CH:28][CH:29]=[C:21]([O:19][CH3:20])[CH:22]=3)[CH2:26]2)=[N:3][CH:4]=1. The yield is 0.291.